This data is from Forward reaction prediction with 1.9M reactions from USPTO patents (1976-2016). The task is: Predict the product of the given reaction. The product is: [Cl:1][C:2]1[CH:7]=[C:6]([Cl:8])[CH:5]=[C:4]([I:10])[C:3]=1[OH:9]. Given the reactants [Cl:1][C:2]1[CH:7]=[C:6]([Cl:8])[CH:5]=[CH:4][C:3]=1[OH:9].[I-:10].[Na+].ClOC(C)(C)C, predict the reaction product.